This data is from Full USPTO retrosynthesis dataset with 1.9M reactions from patents (1976-2016). The task is: Predict the reactants needed to synthesize the given product. (1) Given the product [F:28][C:29]1[CH:30]=[C:31]([C:2]2[C:3]([N:22]3[CH2:26][CH2:25][C@@H:24]([OH:27])[CH2:23]3)=[N:4][CH:5]=[C:6]([C:7]([NH:9][C:10]3[CH:15]=[CH:14][C:13]([O:16][C:17]([F:19])([F:18])[F:20])=[CH:12][CH:11]=3)=[O:8])[CH:21]=2)[CH:32]=[N:33][CH:34]=1, predict the reactants needed to synthesize it. The reactants are: Br[C:2]1[C:3]([N:22]2[CH2:26][CH2:25][C@@H:24]([OH:27])[CH2:23]2)=[N:4][CH:5]=[C:6]([CH:21]=1)[C:7]([NH:9][C:10]1[CH:15]=[CH:14][C:13]([O:16][C:17]([F:20])([F:19])[F:18])=[CH:12][CH:11]=1)=[O:8].[F:28][C:29]1[CH:30]=[C:31](B(O)O)[CH:32]=[N:33][CH:34]=1. (2) Given the product [CH2:40]([O:39][C@@H:8]1[C@@H:9]([O:31][CH2:32][C:33]2[CH:34]=[CH:35][CH:36]=[CH:37][CH:38]=2)[C@:10]2([C:14]3[CH:19]=[CH:18][C:17]([Cl:20])=[C:16]([CH2:21][C:22]4[CH:23]=[CH:24][C:25]([O:28][CH2:29][CH3:30])=[CH:26][CH:27]=4)[CH:15]=3)[O:13][C@@:6]([CH2:5][OH:4])([CH2:12][O:11]2)[C@@H:7]1[OH:47])[C:41]1[CH:46]=[CH:45][CH:44]=[CH:43][CH:42]=1, predict the reactants needed to synthesize it. The reactants are: C([O:4][CH2:5][C@:6]12[O:13][C@:10]([C:14]3[CH:19]=[CH:18][C:17]([Cl:20])=[C:16]([CH2:21][C:22]4[CH:27]=[CH:26][C:25]([O:28][CH2:29][CH3:30])=[CH:24][CH:23]=4)[CH:15]=3)([O:11][CH2:12]1)[C@H:9]([O:31][CH2:32][C:33]1[CH:38]=[CH:37][CH:36]=[CH:35][CH:34]=1)[C@@H:8]([O:39][CH2:40][C:41]1[CH:46]=[CH:45][CH:44]=[CH:43][CH:42]=1)[C@H:7]2[OH:47])(=O)C.C(=O)([O-])[O-].[K+].[K+].[Cl-].[NH4+]. (3) Given the product [Cl:17][C:18]1[CH:19]=[CH:20][C:21]([C:24]2[CH:25]=[CH:26][C:27]([C:30]#[C:31][C:32]3[CH:33]=[CH:34][C:35](/[CH:38]=[CH:39]/[CH2:40][NH:1][C:2]([CH3:7])([CH2:5][OH:6])[CH2:3][OH:4])=[CH:36][CH:37]=3)=[N:28][CH:29]=2)=[CH:22][CH:23]=1, predict the reactants needed to synthesize it. The reactants are: [NH2:1][C:2]([CH3:7])([CH2:5][OH:6])[CH2:3][OH:4].C(N(C(C)C)C(C)C)C.[Cl:17][C:18]1[CH:23]=[CH:22][C:21]([C:24]2[CH:25]=[CH:26][C:27]([C:30]#[C:31][C:32]3[CH:37]=[CH:36][C:35](/[CH:38]=[CH:39]/[CH2:40]Cl)=[CH:34][CH:33]=3)=[N:28][CH:29]=2)=[CH:20][CH:19]=1. (4) Given the product [CH3:41][C:39]1[CH:38]=[C:37]([NH2:42])[N:36]=[C:35]([CH2:34][CH:10]2[CH:11]([O:13][CH2:14][CH2:15][NH:16][CH2:17][CH2:18][O:19][C:20]3[CH:25]=[CH:24][CH:23]=[C:22]([F:26])[CH:21]=3)[CH2:12][NH:8][CH2:9]2)[CH:40]=1, predict the reactants needed to synthesize it. The reactants are: C(OC([N:8]1[CH2:12][C@H:11]([O:13][CH2:14][CH2:15][N:16](C(OC(C)(C)C)=O)[CH2:17][CH2:18][O:19][C:20]2[CH:25]=[CH:24][CH:23]=[C:22]([F:26])[CH:21]=2)[C@H:10]([CH2:34][C:35]2[CH:40]=[C:39]([CH3:41])[CH:38]=[C:37]([N:42](CC3C=CC=CC=3)C(OC(C)(C)C)=O)[N:36]=2)[CH2:9]1)=O)(C)(C)C.